This data is from Peptide-MHC class II binding affinity with 134,281 pairs from IEDB. The task is: Regression. Given a peptide amino acid sequence and an MHC pseudo amino acid sequence, predict their binding affinity value. This is MHC class II binding data. The peptide sequence is QIDAFIANAGATADS. The MHC is HLA-DQA10501-DQB10201 with pseudo-sequence HLA-DQA10501-DQB10201. The binding affinity (normalized) is 0.429.